From a dataset of Peptide-MHC class I binding affinity with 185,985 pairs from IEDB/IMGT. Regression. Given a peptide amino acid sequence and an MHC pseudo amino acid sequence, predict their binding affinity value. This is MHC class I binding data. (1) The peptide sequence is ALASCMGLIY. The MHC is HLA-A26:01 with pseudo-sequence HLA-A26:01. The binding affinity (normalized) is 0.290. (2) The peptide sequence is FKVTTRRSI. The MHC is HLA-B15:03 with pseudo-sequence HLA-B15:03. The binding affinity (normalized) is 0.859. (3) The peptide sequence is FSRDNSYSGV. The MHC is HLA-B51:01 with pseudo-sequence HLA-B51:01. The binding affinity (normalized) is 0. (4) The MHC is HLA-A68:02 with pseudo-sequence HLA-A68:02. The binding affinity (normalized) is 0.337. The peptide sequence is AINIALIAV. (5) The peptide sequence is YFYYNAFHWAI. The MHC is HLA-B53:01 with pseudo-sequence HLA-B53:01. The binding affinity (normalized) is 0.0847. (6) The peptide sequence is LMTHTWHAK. The MHC is HLA-B15:17 with pseudo-sequence HLA-B15:17. The binding affinity (normalized) is 0.0847. (7) The peptide sequence is VPMHTDLEL. The MHC is HLA-B35:01 with pseudo-sequence HLA-B35:01. The binding affinity (normalized) is 0.733. (8) The peptide sequence is SILSPFLPL. The MHC is HLA-A31:01 with pseudo-sequence HLA-A31:01. The binding affinity (normalized) is 0.191.